This data is from Full USPTO retrosynthesis dataset with 1.9M reactions from patents (1976-2016). The task is: Predict the reactants needed to synthesize the given product. (1) Given the product [N+:31]([C:25]1[CH:26]=[CH:27][CH:28]=[C:29]2[C:24]=1[NH:23][C:22]([C:20]1[S:8][CH2:9][C@@H:10]([CH2:11][O:12][C:13](=[O:18])[C:14]([CH3:17])([CH3:16])[CH3:15])[N:19]=1)=[CH:30]2)([O-:33])=[O:32], predict the reactants needed to synthesize it. The reactants are: COC1C=CC(C[S:8][CH2:9][C@H:10]([NH:19][C:20]([C:22]2[NH:23][C:24]3[C:29]([CH:30]=2)=[CH:28][CH:27]=[CH:26][C:25]=3[N+:31]([O-:33])=[O:32])=O)[CH2:11][O:12][C:13](=[O:18])[C:14]([CH3:17])([CH3:16])[CH3:15])=CC=1.P(Cl)(Cl)(Cl)(Cl)Cl.C(=O)(O)[O-].[Na+]. (2) Given the product [Br:8][C:9]1[CH:18]=[CH:17][CH:16]=[C:15]2[C:10]=1[CH2:11][C@H:12]([CH2:19][OH:20])[NH:13][CH2:14]2, predict the reactants needed to synthesize it. The reactants are: [H-].[Al+3].[Li+].[H-].[H-].[H-].Cl.[Br:8][C:9]1[CH:18]=[CH:17][CH:16]=[C:15]2[C:10]=1[CH2:11][C@H:12]([C:19](O)=[O:20])[NH:13][CH2:14]2.[OH-].[Na+].S([O-])([O-])(=O)=O.[Mg+2]. (3) Given the product [C:1]([O:5][C:6]([N:8]1[CH2:13][CH2:12][N:11]([C:14]2[CH:19]=[CH:18][CH:17]=[C:16]([OH:26])[C:15]=2[N+:21]([O-:23])=[O:22])[CH2:10][CH2:9]1)=[O:7])([CH3:4])([CH3:3])[CH3:2], predict the reactants needed to synthesize it. The reactants are: [C:1]([O:5][C:6]([N:8]1[CH2:13][CH2:12][N:11]([C:14]2[CH:19]=[CH:18][CH:17]=[C:16](F)[C:15]=2[N+:21]([O-:23])=[O:22])[CH2:10][CH2:9]1)=[O:7])([CH3:4])([CH3:3])[CH3:2].CS(CCO)(=O)=[O:26].[H-].[Na+].